This data is from Forward reaction prediction with 1.9M reactions from USPTO patents (1976-2016). The task is: Predict the product of the given reaction. (1) The product is: [ClH:36].[NH2:27][CH2:26][C@@H:25]([C:3]1[CH:4]=[CH:5][C:6]([C:8]2[C:9]3[C:10]4[CH:24]=[CH:23][S:22][C:11]=4[C:12](=[O:21])[NH:13][C:14]=3[C:15]([CH3:20])=[CH:16][C:17]=2[O:18][CH3:19])=[CH:7][C:2]=1[F:1])[CH3:35]. Given the reactants [F:1][C:2]1[CH:7]=[C:6]([C:8]2[C:9]3[C:10]4[CH:24]=[CH:23][S:22][C:11]=4[C:12](=[O:21])[NH:13][C:14]=3[C:15]([CH3:20])=[CH:16][C:17]=2[O:18][CH3:19])[CH:5]=[CH:4][C:3]=1[C@@H:25]([CH3:35])[CH2:26][NH:27]C(=O)OC(C)(C)C.[ClH:36], predict the reaction product. (2) Given the reactants Br[C:2]1[CH:7]=[CH:6][C:5]([CH:8]([O:10][C:11]2[CH:16]=[CH:15][C:14]([S:17][C:18]3[CH:23]=[CH:22][C:21]([OH:24])=[CH:20][CH:19]=3)=[C:13]([N+:25]([O-])=O)[CH:12]=2)[CH3:9])=[CH:4][CH:3]=1.[NH4+].[Cl-], predict the reaction product. The product is: [NH2:25][C:13]1[CH:12]=[C:11]([O:10][CH:8]([C:5]2[CH:6]=[CH:7][CH:2]=[CH:3][CH:4]=2)[CH3:9])[CH:16]=[CH:15][C:14]=1[S:17][C:18]1[CH:19]=[CH:20][C:21]([OH:24])=[CH:22][CH:23]=1.